Dataset: Merck oncology drug combination screen with 23,052 pairs across 39 cell lines. Task: Regression. Given two drug SMILES strings and cell line genomic features, predict the synergy score measuring deviation from expected non-interaction effect. (1) Drug 1: Cn1nnc2c(C(N)=O)ncn2c1=O. Drug 2: NC(=O)c1cccc2cn(-c3ccc(C4CCCNC4)cc3)nc12. Cell line: OV90. Synergy scores: synergy=61.6. (2) Drug 1: COc1cc(C2c3cc4c(cc3C(OC3OC5COC(C)OC5C(O)C3O)C3COC(=O)C23)OCO4)cc(OC)c1O. Drug 2: C=CCn1c(=O)c2cnc(Nc3ccc(N4CCN(C)CC4)cc3)nc2n1-c1cccc(C(C)(C)O)n1. Cell line: HT29. Synergy scores: synergy=15.4. (3) Drug 1: CN(C)C(=N)N=C(N)N. Drug 2: Cn1c(=O)n(-c2ccc(C(C)(C)C#N)cc2)c2c3cc(-c4cnc5ccccc5c4)ccc3ncc21. Synergy scores: synergy=14.2. Cell line: SW837. (4) Drug 1: COC12C(COC(N)=O)C3=C(C(=O)C(C)=C(N)C3=O)N1CC1NC12. Drug 2: NC(=O)c1cccc2cn(-c3ccc(C4CCCNC4)cc3)nc12. Cell line: OV90. Synergy scores: synergy=5.70. (5) Drug 1: Cc1nc(Nc2ncc(C(=O)Nc3c(C)cccc3Cl)s2)cc(N2CCN(CCO)CC2)n1. Drug 2: CCC1(O)C(=O)OCc2c1cc1n(c2=O)Cc2cc3c(CN(C)C)c(O)ccc3nc2-1. Cell line: MSTO. Synergy scores: synergy=35.8. (6) Drug 1: CCN(CC)CCNC(=O)c1c(C)[nH]c(C=C2C(=O)Nc3ccc(F)cc32)c1C. Drug 2: C=CCn1c(=O)c2cnc(Nc3ccc(N4CCN(C)CC4)cc3)nc2n1-c1cccc(C(C)(C)O)n1. Cell line: A375. Synergy scores: synergy=5.54. (7) Drug 1: O=C(CCCCCCC(=O)Nc1ccccc1)NO. Drug 2: Nc1ccn(C2OC(CO)C(O)C2(F)F)c(=O)n1. Cell line: VCAP. Synergy scores: synergy=0.868.